Dataset: Full USPTO retrosynthesis dataset with 1.9M reactions from patents (1976-2016). Task: Predict the reactants needed to synthesize the given product. (1) The reactants are: [Cl:1][C:2]1[CH:3]=[N:4][C:5]([N:8]2[CH2:13][CH2:12][CH:11]([C@H:14]3[CH2:16][C@H:15]3[CH2:17][CH2:18][O:19][C:20]3[CH:25]=[CH:24][C:23]([CH2:26][C:27]([O:29]C)=[O:28])=[CH:22][CH:21]=3)[CH2:10][CH2:9]2)=[N:6][CH:7]=1.CO.[OH-].[Li+].Cl. Given the product [Cl:1][C:2]1[CH:3]=[N:4][C:5]([N:8]2[CH2:9][CH2:10][CH:11]([C@H:14]3[CH2:16][C@H:15]3[CH2:17][CH2:18][O:19][C:20]3[CH:21]=[CH:22][C:23]([CH2:26][C:27]([OH:29])=[O:28])=[CH:24][CH:25]=3)[CH2:12][CH2:13]2)=[N:6][CH:7]=1, predict the reactants needed to synthesize it. (2) Given the product [F:25][C:22]1[CH:21]=[CH:20][C:19]([CH2:18][CH2:17][S:16][CH:6]([CH2:7][C:8]2[CH:9]=[CH:10][C:11]([CH2:14][O:15][C:41](=[O:42])[CH2:40][C:37]3[CH:36]=[CH:35][C:34]([O:33][S:30]([CH3:29])(=[O:31])=[O:32])=[CH:39][CH:38]=3)=[CH:12][CH:13]=2)[C:5]([OH:4])=[O:26])=[CH:24][CH:23]=1, predict the reactants needed to synthesize it. The reactants are: ClC(Cl)(Cl)C[O:4][C:5](=[O:26])[CH:6]([S:16][CH2:17][CH2:18][C:19]1[CH:24]=[CH:23][C:22]([F:25])=[CH:21][CH:20]=1)[CH2:7][C:8]1[CH:13]=[CH:12][C:11]([CH2:14][OH:15])=[CH:10][CH:9]=1.[CH3:29][S:30]([O:33][C:34]1[CH:39]=[CH:38][C:37]([CH2:40][C:41](O)=[O:42])=[CH:36][CH:35]=1)(=[O:32])=[O:31]. (3) Given the product [CH2:14]1[C:13]2[CH:26]=[CH:27][C:10]([CH2:9][C:6]3[N:7]=[CH:8][C:3]([C:1]#[N:2])=[CH:4][CH:5]=3)=[CH:11][C:12]=2[CH2:18][CH2:17][NH:16][CH2:15]1, predict the reactants needed to synthesize it. The reactants are: [C:1]([C:3]1[CH:4]=[CH:5][C:6]([CH2:9][C:10]2[CH:27]=[CH:26][C:13]3[CH2:14][CH2:15][N:16](C(OC(C)(C)C)=O)[CH2:17][CH2:18][C:12]=3[CH:11]=2)=[N:7][CH:8]=1)#[N:2].FC(F)(F)C(O)=O.